From a dataset of Forward reaction prediction with 1.9M reactions from USPTO patents (1976-2016). Predict the product of the given reaction. (1) Given the reactants [CH3:1][Si:2]([CH3:39])([CH3:38])[CH2:3][CH2:4][O:5][CH2:6][N:7]([CH2:30][O:31][CH2:32][CH2:33][Si:34]([CH3:37])([CH3:36])[CH3:35])[C:8]1[N:13]2[N:14]=[CH:15][C:16](I)=[C:12]2[N:11]=[C:10]([CH:18]2[CH2:22][CH2:21][N:20]([C:23]([O:25][C:26]([CH3:29])([CH3:28])[CH3:27])=[O:24])[CH2:19]2)[CH:9]=1.[N:40]1[C:49]2[C:44](=[CH:45][CH:46]=[CH:47][CH:48]=2)[CH:43]=[C:42](B(O)O)[CH:41]=1.P([O-])([O-])([O-])=O.[K+].[K+].[K+], predict the reaction product. The product is: [CH3:1][Si:2]([CH3:39])([CH3:38])[CH2:3][CH2:4][O:5][CH2:6][N:7]([CH2:30][O:31][CH2:32][CH2:33][Si:34]([CH3:37])([CH3:36])[CH3:35])[C:8]1[N:13]2[N:14]=[CH:15][C:16]([C:42]3[CH:41]=[N:40][C:49]4[C:44]([CH:43]=3)=[CH:45][CH:46]=[CH:47][CH:48]=4)=[C:12]2[N:11]=[C:10]([CH:18]2[CH2:22][CH2:21][N:20]([C:23]([O:25][C:26]([CH3:29])([CH3:28])[CH3:27])=[O:24])[CH2:19]2)[CH:9]=1. (2) The product is: [Cl:33][C:22]1[CH:21]=[C:20]([NH:19][C:11]2[C:10]3[C:15](=[CH:16][C:7](/[CH:43]=[CH:44]/[CH2:45][CH2:46][OH:47])=[C:8]([O:34][CH3:35])[CH:9]=3)[N:14]=[CH:13][C:12]=2[C:17]#[N:18])[CH:25]=[CH:24][C:23]=1[S:26][C:27]1[N:28]([CH3:32])[CH:29]=[CH:30][N:31]=1. Given the reactants FC(F)(F)S(O[C:7]1[CH:16]=[C:15]2[C:10]([C:11]([NH:19][C:20]3[CH:25]=[CH:24][C:23]([S:26][C:27]4[N:28]([CH3:32])[CH:29]=[CH:30][N:31]=4)=[C:22]([Cl:33])[CH:21]=3)=[C:12]([C:17]#[N:18])[CH:13]=[N:14]2)=[CH:9][C:8]=1[O:34][CH3:35])(=O)=O.C([Sn](CCCC)(CCCC)/[CH:43]=[CH:44]/[CH2:45][CH2:46][OH:47])CCC, predict the reaction product. (3) Given the reactants C(NC(C)C)(C)C.C([Li])CCC.CCCCCC.[Cl:19][C:20]1[C:25]([Cl:26])=[CH:24][N:23]=[C:22]2[N:27]([S:30]([C:33]3[CH:39]=[CH:38][C:36]([CH3:37])=[CH:35][CH:34]=3)(=[O:32])=[O:31])[CH:28]=[CH:29][C:21]=12.C([N-]C(C)C)(C)C.[Li+].[I:48]I, predict the reaction product. The product is: [Cl:19][C:20]1[C:25]([Cl:26])=[CH:24][N:23]=[C:22]2[N:27]([S:30]([C:33]3[CH:39]=[CH:38][C:36]([CH3:37])=[CH:35][CH:34]=3)(=[O:32])=[O:31])[C:28]([I:48])=[CH:29][C:21]=12. (4) Given the reactants [N:1]1([CH2:7][CH2:8][NH2:9])[CH2:6][CH2:5][O:4][CH2:3][CH2:2]1.C1([O:16][C:17](=O)[NH:18][C:19]2[S:20][C:21]3[CH:27]=[C:26]([S:28][C:29]4[N:33]5[CH:34]=[CH:35][CH:36]=[CH:37][C:32]5=[N:31][N:30]=4)[CH:25]=[CH:24][C:22]=3[N:23]=2)C=CC=CC=1.ClCCl.O, predict the reaction product. The product is: [N:1]1([CH2:7][CH2:8][NH:9][C:17]([NH:18][C:19]2[S:20][C:21]3[CH:27]=[C:26]([S:28][C:29]4[N:33]5[CH:34]=[CH:35][CH:36]=[CH:37][C:32]5=[N:31][N:30]=4)[CH:25]=[CH:24][C:22]=3[N:23]=2)=[O:16])[CH2:6][CH2:5][O:4][CH2:3][CH2:2]1. (5) Given the reactants [Br:1][C:2]1[CH:22]=[CH:21][C:5]2[N:6]=[C:7]([NH:9][C:10]3[CH:15]=[C:14]([CH2:16][O:17][CH3:18])[N:13]=[C:12](SC)[N:11]=3)[S:8][C:4]=2[CH:3]=1.O[O:24][S:25]([O-:27])=O.[K+].O.[CH3:30]N(C)C=O, predict the reaction product. The product is: [Br:1][C:2]1[CH:22]=[CH:21][C:5]2[N:6]=[C:7]([NH:9][C:10]3[CH:15]=[C:14]([CH2:16][O:17][CH3:18])[N:13]=[C:12]([S:25]([CH3:30])(=[O:27])=[O:24])[N:11]=3)[S:8][C:4]=2[CH:3]=1. (6) Given the reactants C(OC([NH:8][C@H:9]([C:13]([N:15]([CH3:17])[CH3:16])=[O:14])[CH2:10][O:11][CH3:12])=O)(C)(C)C.Cl.C(OCC)(=O)C, predict the reaction product. The product is: [CH3:16][N:15]([CH3:17])[C:13](=[O:14])[C@H:9]([CH2:10][O:11][CH3:12])[NH2:8]. (7) Given the reactants FC(F)(F)S(O[C:7]1[CH2:8][CH2:9][O:10][CH2:11][CH:12]=1)(=O)=O.[B:15]1([B:15]2[O:19][C:18]([CH3:21])([CH3:20])[C:17]([CH3:23])([CH3:22])[O:16]2)[O:19][C:18]([CH3:21])([CH3:20])[C:17]([CH3:23])([CH3:22])[O:16]1.C([O-])(=O)C.[K+], predict the reaction product. The product is: [CH3:22][C:17]1([CH3:23])[C:18]([CH3:21])([CH3:20])[O:19][B:15]([C:7]2[CH2:8][CH2:9][O:10][CH2:11][CH:12]=2)[O:16]1. (8) Given the reactants CS(O[CH:6]1[CH2:9][N:8]([CH:10]([C:17]2[CH:22]=[CH:21][CH:20]=[CH:19][CH:18]=2)[C:11]2[CH:16]=[CH:15][CH:14]=[CH:13][CH:12]=2)[CH2:7]1)(=O)=O.[N:23]1([C:29]([O:31][C:32]([CH3:35])([CH3:34])[CH3:33])=[O:30])[CH2:28][CH2:27][NH:26][CH2:25][CH2:24]1.C([O-])([O-])=O.[K+].[K+], predict the reaction product. The product is: [CH:10]([N:8]1[CH2:9][CH:6]([N:26]2[CH2:25][CH2:24][N:23]([C:29]([O:31][C:32]([CH3:35])([CH3:34])[CH3:33])=[O:30])[CH2:28][CH2:27]2)[CH2:7]1)([C:17]1[CH:22]=[CH:21][CH:20]=[CH:19][CH:18]=1)[C:11]1[CH:16]=[CH:15][CH:14]=[CH:13][CH:12]=1. (9) Given the reactants [CH2:1]([O:8][C:9]1[CH:14]=[CH:13][C:12]([S:15]([C:18]2[CH:23]=[CH:22][C:21]([CH2:24][CH2:25][NH:26][C:27](=[O:32])[C:28]([F:31])([F:30])[F:29])=[CH:20][CH:19]=2)(=[O:17])=[O:16])=[CH:11][C:10]=1[OH:33])[C:2]1[CH:7]=[CH:6][CH:5]=[CH:4][CH:3]=1.C(=O)([O-])[O-].[K+].[K+].[CH3:40][O:41][CH2:42]Cl.O, predict the reaction product. The product is: [CH2:1]([O:8][C:9]1[CH:14]=[CH:13][C:12]([S:15]([C:18]2[CH:23]=[CH:22][C:21]([CH2:24][CH2:25][NH:26][C:27](=[O:32])[C:28]([F:30])([F:31])[F:29])=[CH:20][CH:19]=2)(=[O:17])=[O:16])=[CH:11][C:10]=1[O:33][CH2:40][O:41][CH3:42])[C:2]1[CH:3]=[CH:4][CH:5]=[CH:6][CH:7]=1.